This data is from Experimentally validated miRNA-target interactions with 360,000+ pairs, plus equal number of negative samples. The task is: Binary Classification. Given a miRNA mature sequence and a target amino acid sequence, predict their likelihood of interaction. (1) The miRNA is hsa-miR-374b-5p with sequence AUAUAAUACAACCUGCUAAGUG. The protein sequence of the target gene is MSAFDTNPFADPVDVNPFQDPSVTQLTNAPQSGLAEFNPFSETNAATTVPATQAPGPSQPAVLQPSVEPAQPTPQAVAAAAQAGLLRQQEELDRKAAELERKERELQNTAANLHVRDNNWPPLPSWCPVKPCFYQDFSTEIPADYQRICKMLYYLWMLHSVTLFLNLLACLAWFTSDAANGTAFGLSILWFLIFTPCAFLCWYRPIYKAFRSDNSFSFFVFFFVFFCQIGIYFIQLIGLPNLGTSGWLAALSTMKNGPLAVTIIMMVVAGFFTLCAGLSLFLLQRVHAFYRRTGASFQQA.... Result: 0 (no interaction). (2) The miRNA is mmu-miR-17-5p with sequence CAAAGUGCUUACAGUGCAGGUAG. Result: 1 (interaction). The protein sequence of the target gene is MAAARNLRTALIFGGFISMVGAAFYPIYFRPLMRLEEYQKEQAVNRAGIVQEDVQPPGLKVWSDPFGRK. (3) The miRNA is mmu-miR-15b-5p with sequence UAGCAGCACAUCAUGGUUUACA. The protein sequence of the target gene is MHRDAWLPRPAFSLTGLSLFFSLVPPGRSMEVTAPTTLSVLNGSDTRLPCTFNSCYTVNHKQFSLNWTYQECNNCTEEMFLQFRMKIINLKLERFGDRVEFSGNPSKYDVSVTLKNVQLEDEGIYNCYITNPPDRHRGHGKIYLQVLLEVPPERDSTVAVIVGASVGGFLAVVILVLMVVKCVRRKKEQKLSTDDLKTEEEGKMDGEGNAEDGTK. Result: 0 (no interaction). (4) The miRNA is mmu-miR-672-3p with sequence ACACACAGUCACUAUCUUCGA. The protein sequence of the target gene is MERLCSDGFAFPHYYIKPYHLKRIHRAVLRGNLEKLKYLLLTYYDANKRDRKERTALHLACATGQPEMVHLLVSRRCELNLCDREDRTPLIKAVQLRQEACATLLLQNGADPNITDVFGRTALHYAVYNEDTSMIEKLLSHGTNIEECSKNEYQPLLLAVSRRKVKMVEFLLKKKANVNAIDYLGRSALILAVTLGEKDIVILLLQHNIDVFSRDVYGKLAEDYASEAENRVIFDLIYEYKRKRYEDLPINSNPVSPQKQRAEKATSDDKDSVSNIATEIKEGPISGTVSSQKQPAEKAT.... Result: 0 (no interaction). (5) The miRNA is hsa-miR-5692a with sequence CAAAUAAUACCACAGUGGGUGU. The protein sequence of the target gene is MALPSPQVLMGLPALLMGPAQHTSWPCGSAVPTLKSMVTFEDVAVYFSQEEWELLDAAQRHLYHSVMLENLELVTSLGSWHGVEGEGAHPKQNVSVEVLQVRIPNADPSTKKANSCDMCGPFLKDILHLAEHQGTQSEEKPYTCGACGRDFWLNANLHQHQKEHSGGKPFRWYKDRDALMKSSKVHLSENPFTCREGGKVILGSCDLLQLQAVDSGQKPYSNLGQLPEVCTTQKLFECSNCGKAFLKSSTLPNHLRTHSEEIPFTCPTGGNFLEEKSILGNKKFHTGEIPHVCKECGKAF.... Result: 0 (no interaction). (6) The miRNA is mmu-miR-409-3p with sequence GAAUGUUGCUCGGUGAACCCCU. The protein sequence of the target gene is MEELSQALASSFSVSQDLNSTAAPHPRLSQYKSKYSSLEQSERRRRLLELQKSKRLDYVNHARRLAEDDWTGMESEEENKKDDEEMDIDTVKKLPKHYANQLMLSEWLIDVPSDLGQEWIVVVCPVGKRALIVASRGSTSAYTKSGYCVNRFSSLLPGGNRRNSTAKDYTILDCIYNEVNQTYYVLDVMCWRGHPFYDCQTDFRFYWMHSKLPEEEGLGEKTKLNPFKFVGLKNFPCTPESLCDVLSMDFPFEVDGLLFYHKQTHYSPGSTPLVGWLRPYMVSDVLGVAVPAGPLTTKPD.... Result: 0 (no interaction). (7) The miRNA is cel-miR-795-5p with sequence UGAGGUAGAUUGAUCAGCGAGCUU. The protein sequence of the target gene is MNSGGGGGLPPPSAAASPSSSSLAAAVAVAVAASSGVGGVPGGPAAAAGVKLKYCRYYAKDKTCFYGEECQFLHEDPAAGAAPGLGLHSNSVPLALAAAAGAAFPPGALPGGGAGPPAGPKKPELGVPGAATAGGGLDGPRVAIPGMDGGALTDASLTESYFSTSFIGVNGFGSPVETKYPLMQRMTSSSSSPSLLNDSAKPYTGHDLLTSSASSLFNDFGALNISQRRKTPNPTASEFIPKGGSTSRLSNVSQSNMSAFSQVFSHPSMGSPATAGLAPGMSLSAGSSPLHSPKITPHTS.... Result: 0 (no interaction). (8) The miRNA is hsa-miR-1247-5p with sequence ACCCGUCCCGUUCGUCCCCGGA. The protein sequence of the target gene is MESALPSIFTLVIIAEFIIGNLSNGFIVLINCIDWVSKRELSSVDKLLIILAISRIGLIWEILVSWFLALHYLAIFVSGTGLRIMIFSWIVSNHFNLWLATIFSIFYLLKIASFSSPAFLYLKWRVNKVILMILLGTLVFLFLNLIQINMHIKDWLDRYERNTTWNFSMSDFETFSVSVKFTMTMFSLTPFTVAFISFLLLIFSLQKHLQKMQLNYKGHRDPRTKVHTNALKIVISFLLFYASFFLCVLISWISELYQNTVIYMLCETIGVFSPSSHSFLLILGNAKLRQAFLLVAAKVW.... Result: 0 (no interaction). (9) The miRNA is mmu-miR-6908-3p with sequence ACACUCUCCCUUGUGCUGGCAG. The protein sequence of the target gene is MSLQASEGCPGLGTNVFVPQSPQTDEEGSRSGRSFSEFEDTQDLDTPGLPPFCPMAPWGSEEGLSPCHLLTVRVIRMKNVRQADMLSQTDCFVSLWLPTASQKKLRTRTISNCPNPEWNESFNFQIQSRVKNVLELSVCDEDTVTPDDHLLTVLYDLTKLCFRKKTHVKFPLNPQGMEELEVEFLLEESPSPPETLVTNGVLVSRQVSCLEVHAQSRRRRKREKMKDLLVMVNESFENTQRVRPCLEPCCPTSACFQTAACFHYPKYFQSQVHVEVPKSHWSCGLCCRSRKKGPISQPLD.... Result: 0 (no interaction).